From a dataset of Peptide-MHC class I binding affinity with 185,985 pairs from IEDB/IMGT. Regression. Given a peptide amino acid sequence and an MHC pseudo amino acid sequence, predict their binding affinity value. This is MHC class I binding data. (1) The peptide sequence is LNQTVHSL. The MHC is H-2-Kb with pseudo-sequence H-2-Kb. The binding affinity (normalized) is 0.291. (2) The peptide sequence is MGVTYLAL. The MHC is H-2-Kb with pseudo-sequence H-2-Kb. The binding affinity (normalized) is 0.781. (3) The peptide sequence is RTFPTAFEF. The MHC is Mamu-B3901 with pseudo-sequence Mamu-B3901. The binding affinity (normalized) is 0.500. (4) The peptide sequence is LALKNSQAEL. The MHC is HLA-A02:03 with pseudo-sequence HLA-A02:03. The binding affinity (normalized) is 0.463.